This data is from Full USPTO retrosynthesis dataset with 1.9M reactions from patents (1976-2016). The task is: Predict the reactants needed to synthesize the given product. (1) Given the product [C:13]([OH:26])(=[O:25])[CH:14]=[CH2:15].[NH2:7][C:52]([O:54][CH2:55][CH3:56])=[O:53], predict the reactants needed to synthesize it. The reactants are: C(N=C=O)CCCCC[N:7]=C=O.[C:13]([O-:26])(=[O:25])[CH2:14][CH2:15]CCCCCCCCC.[C:13]([O-:26])(=[O:25])[CH2:14][CH2:15]CCCCCCCCC.C([Sn+2]CCCC)CCC.C=C[C:52]([O:54][CH2:55][C:56](COC(C=C)=O)(COC(C=C)=O)CO)=[O:53].C(OCC(COC(=O)C=C)(COC(=O)C=C)COC(=O)C=C)(=O)C=C. (2) Given the product [ClH:30].[CH3:29][N:2]([CH3:1])[C:3]1([C:22]2[CH:27]=[CH:26][CH:25]=[C:24]([F:28])[CH:23]=2)[CH2:8][CH2:7][CH:6]([CH2:9][C:10]([NH:12][CH2:13][CH2:14][CH2:15][C:16]2[CH:17]=[CH:18][CH:19]=[CH:20][CH:21]=2)=[O:11])[CH2:5][CH2:4]1, predict the reactants needed to synthesize it. The reactants are: [CH3:1][N:2]([CH3:29])[C:3]1([C:22]2[CH:27]=[CH:26][CH:25]=[C:24]([F:28])[CH:23]=2)[CH2:8][CH2:7][CH:6]([CH2:9][C:10]([NH:12][CH2:13][CH2:14][CH2:15][C:16]2[CH:21]=[CH:20][CH:19]=[CH:18][CH:17]=2)=[O:11])[CH2:5][CH2:4]1.[Cl:30][Si](C)(C)C.CCOCC. (3) The reactants are: Cl[CH2:2][C:3]1[C:4]([S:9][CH:10]2[CH2:14][CH2:13][CH2:12][CH2:11]2)=[N:5][CH:6]=[CH:7][CH:8]=1.C[O:16][C:17]([CH:19]1[CH2:21][CH:20]1[C:22]1[CH:27]=[CH:26][C:25]([OH:28])=[C:24]([F:29])[CH:23]=1)=[O:18]. Given the product [CH:10]1([S:9][C:4]2[C:3]([CH2:2][O:28][C:25]3[CH:26]=[CH:27][C:22]([CH:20]4[CH2:21][CH:19]4[C:17]([OH:18])=[O:16])=[CH:23][C:24]=3[F:29])=[CH:8][CH:7]=[CH:6][N:5]=2)[CH2:14][CH2:13][CH2:12][CH2:11]1, predict the reactants needed to synthesize it. (4) Given the product [F:32][C:28]1([F:33])[CH2:29][CH2:30][CH2:31][C:26]([CH2:25][NH:24][C:4]([C:6]2[CH:7]=[C:8]([CH2:19][CH2:20][O:21][CH3:22])[N:9]3[C:14]=2[C:13]([C:15]([F:17])([F:18])[F:16])=[CH:12][CH:11]=[CH:10]3)=[O:5])([OH:34])[CH2:27]1, predict the reactants needed to synthesize it. The reactants are: C(O[C:4]([C:6]1[CH:7]=[C:8]([CH2:19][CH2:20][O:21][CH3:22])[N:9]2[C:14]=1[C:13]([C:15]([F:18])([F:17])[F:16])=[CH:12][CH:11]=[CH:10]2)=[O:5])C.Cl.[NH2:24][CH2:25][C:26]1([OH:34])[CH2:31][CH2:30][CH2:29][C:28]([F:33])([F:32])[CH2:27]1. (5) Given the product [Cl:1][C:2]1[CH:3]=[C:4]([N:8]2[C:12]([CH2:13][NH:14][C:15](=[O:16])[NH:17][C:18]3[CH:23]=[CH:22][C:21]([C:24]([NH2:25])=[O:31])=[N:20][CH:19]=3)=[CH:11][C:10]([C:26]([F:29])([F:27])[F:28])=[N:9]2)[CH:5]=[CH:6][CH:7]=1, predict the reactants needed to synthesize it. The reactants are: [Cl:1][C:2]1[CH:3]=[C:4]([N:8]2[C:12]([CH2:13][NH:14][C:15]([NH:17][C:18]3[CH:19]=[N:20][C:21]([C:24]#[N:25])=[CH:22][CH:23]=3)=[O:16])=[CH:11][C:10]([C:26]([F:29])([F:28])[F:27])=[N:9]2)[CH:5]=[CH:6][CH:7]=1.S(=O)(=O)(O)[OH:31]. (6) Given the product [CH:1]1([CH:4]([OH:18])[C:5]2([C:16]#[N:17])[CH2:10][CH2:9][CH:8]([S:21]([CH2:31][CH:32]3[CH2:34][CH2:25]3)(=[O:23])=[O:20])[CH2:7][CH2:6]2)[CH2:2][CH2:3]1, predict the reactants needed to synthesize it. The reactants are: [CH:1]1([CH:4]([OH:18])[C:5]2([C:16]#[N:17])[CH2:10][CH2:9][CH:8](SCC3CC3)[CH2:7][CH2:6]2)[CH2:3][CH2:2]1.O[O:20][S:21]([O-:23])=O.[K+].[C:25](=O)([O-])[O-].[Na+].[Na+].[CH3:31][C:32]([CH3:34])=O. (7) The reactants are: C[C@H]1CO[C@@:5]2([O:9][C@H:8]3[CH2:10][C@H:11]4[C@@H:16]5[CH2:17][CH2:18][C@H:19]6[CH2:24][C@@H](O)C[CH2:21][C@:20]6([CH3:26])[C@H:15]5[CH2:14][C@@H:13]([OH:27])[C@:12]4([CH3:28])[C@H:7]3[C@@H:6]2C)CC1.[C:32]([OH:35])(=O)[CH3:33]. Given the product [OH:35][C@H:32]1[CH2:33][CH2:26][C@@:20]2([CH3:21])[C@@H:19]([CH2:18][CH2:17][C@@H:16]3[C@@H:15]2[CH2:14][C@@H:13]([OH:27])[C@@:12]2([CH3:28])[C@H:11]3[CH2:5][CH:6]=[C:7]2[C:8](=[O:9])[CH3:10])[CH2:24]1, predict the reactants needed to synthesize it. (8) Given the product [Cl:5][C:6]1[N:11]=[C:10]2[N:12]([CH2:13][C:14]3[S:15][C:16]4[CH:21]=[CH:20][N:19]=[CH:18][C:17]=4[N:22]=3)[N:1]=[N:23][C:9]2=[CH:8][CH:7]=1, predict the reactants needed to synthesize it. The reactants are: [N:1]([O-])=O.[Na+].[Cl:5][C:6]1[N:11]=[C:10]([NH:12][CH2:13][C:14]2[S:15][C:16]3[CH:21]=[CH:20][N:19]=[CH:18][C:17]=3[N:22]=2)[C:9]([NH2:23])=[CH:8][CH:7]=1.[OH-].[Na+]. (9) Given the product [Cl:43][C:40]1[CH:39]=[CH:38][C:37]([C:34]2[S:35][CH:36]=[C:32]([CH2:31][S:30][C:12]3[C:13]([C:28]#[N:29])=[C:14]([C:18]4[CH:19]=[CH:20][C:21]([O:24][CH2:25][CH2:26][OH:27])=[CH:22][CH:23]=4)[C:15]([C:16]#[N:17])=[C:10]([N:5]([CH3:6])[CH2:4][C:3]([F:8])([F:7])[F:2])[N:11]=3)[N:33]=2)=[CH:42][CH:41]=1, predict the reactants needed to synthesize it. The reactants are: Cl.[F:2][C:3]([F:8])([F:7])[CH2:4][NH:5][CH3:6].Cl[C:10]1[C:15]([C:16]#[N:17])=[C:14]([C:18]2[CH:23]=[CH:22][C:21]([O:24][CH2:25][CH2:26][OH:27])=[CH:20][CH:19]=2)[C:13]([C:28]#[N:29])=[C:12]([S:30][CH2:31][C:32]2[N:33]=[C:34]([C:37]3[CH:42]=[CH:41][C:40]([Cl:43])=[CH:39][CH:38]=3)[S:35][CH:36]=2)[N:11]=1. (10) Given the product [CH3:1][O:2][C:3](=[O:20])[C@@H:4]([NH:12][C:13](=[O:15])[C@@H:48]([NH:47][C:45]([O:44][CH2:37][C:38]1[CH:43]=[CH:42][CH:41]=[CH:40][CH:39]=1)=[O:46])[CH3:49])[CH2:5][C:6]1[CH:11]=[CH:10][CH:9]=[CH:8][N:7]=1, predict the reactants needed to synthesize it. The reactants are: [CH3:1][O:2][C:3](=[O:20])[C@@H:4]([NH:12][C:13]([O:15]C(C)(C)C)=O)[CH2:5][C:6]1[CH:11]=[CH:10][CH:9]=[CH:8][N:7]=1.C(O)(C(F)(F)F)=O.C(N(CC)C(C)C)(C)C.[CH2:37]([O:44][C:45]([NH:47][C@@H:48](C)[C:49](O)=O)=[O:46])[C:38]1[CH:43]=[CH:42][CH:41]=[CH:40][CH:39]=1.CN(C(ON1N=NC2C=CC=NC1=2)=[N+](C)C)C.F[P-](F)(F)(F)(F)F.